From a dataset of Reaction yield outcomes from USPTO patents with 853,638 reactions. Predict the reaction yield, written as a fraction of the theoretical maximum amount of product (1.0 means a 100% yield; for example, 0.34 means a 34% yield). (1) The catalyst is CO. The yield is 0.640. The product is [C:27]([C:24]1[CH:25]=[CH:26][C:16]2[N:15]=[C:14]([NH:13][C:11](=[O:12])[C@@H:10]([CH3:29])[C:9]([OH:8])([CH3:31])[CH3:30])[N:18]([CH:19]3[CH2:22][CH2:21][CH2:20]3)[C:17]=2[CH:23]=1)#[N:28]. The reactants are [Si]([O:8][C:9]([CH3:31])([CH3:30])[C@H:10]([CH3:29])[C:11]([NH:13][C:14]1[N:18]([CH:19]2[CH2:22][CH2:21][CH2:20]2)[C:17]2[CH:23]=[C:24]([C:27]#[N:28])[CH:25]=[CH:26][C:16]=2[N:15]=1)=[O:12])(C(C)(C)C)(C)C.Cl.CCOC(C)=O. (2) The reactants are [Br:1][C:2]1[C:3](=[O:18])[N:4]([CH2:10][C:11]2[CH:16]=[CH:15][CH:14]=[C:13]([F:17])[CH:12]=2)[C:5]([CH3:9])=[CH:6][C:7]=1[OH:8].C(N(CC)CC)C.[S:26](O[S:26]([C:29]([F:32])([F:31])[F:30])(=[O:28])=[O:27])([C:29]([F:32])([F:31])[F:30])(=[O:28])=[O:27]. The catalyst is ClCCl. The product is [F:30][C:29]([F:32])([F:31])[S:26]([O:8][C:7]1[CH:6]=[C:5]([CH3:9])[N:4]([CH2:10][C:11]2[CH:16]=[CH:15][CH:14]=[C:13]([F:17])[CH:12]=2)[C:3](=[O:18])[C:2]=1[Br:1])(=[O:28])=[O:27]. The yield is 0.850. (3) The reactants are C1(C(C2C=CC=CC=2)([C@H]2CCCN2)O)C=CC=CC=1.B(OC)(OC)OC.B.C(N(CC)C1C=CC=CC=1)C.[Cl:39][C:40]1[CH:45]=[CH:44][C:43]([C:46](=[O:61])[CH2:47][CH2:48][C:49]([C:51]2[CH:56]=[CH:55][C:54]([Cl:57])=[C:53]([N+:58]([O-:60])=[O:59])[CH:52]=2)=[O:50])=[CH:42][C:41]=1[N+:62]([O-:64])=[O:63]. The catalyst is C1COCC1. The product is [Cl:39][C:40]1[CH:45]=[CH:44][C:43]([C@@H:46]([OH:61])[CH2:47][CH2:48][C@@H:49]([C:51]2[CH:56]=[CH:55][C:54]([Cl:57])=[C:53]([N+:58]([O-:60])=[O:59])[CH:52]=2)[OH:50])=[CH:42][C:41]=1[N+:62]([O-:64])=[O:63]. The yield is 0.990. (4) The reactants are Cl[C:2]1[CH:7]=[C:6]([O:8][C:9]2[C:14]([F:15])=[CH:13][C:12]([NH:16][C:17]([C:19]3([C:22]([NH:24][C:25]4[CH:30]=[CH:29][C:28]([F:31])=[CH:27][CH:26]=4)=[O:23])[CH2:21][CH2:20]3)=[O:18])=[C:11]([F:32])[CH:10]=2)[CH:5]=[CH:4][N:3]=1.[C:33]([NH2:36])(=[O:35])[CH3:34].C(=O)([O-])[O-].[Cs+].[Cs+].CC1(C)C2C(=C(P(C3C=CC=CC=3)C3C=CC=CC=3)C=CC=2)OC2C(P(C3C=CC=CC=3)C3C=CC=CC=3)=CC=CC1=2. The catalyst is O1CCOCC1.ClCCl.C([O-])(=O)C.[Pd+2].C([O-])(=O)C. The product is [C:33]([NH:36][C:2]1[CH:7]=[C:6]([O:8][C:9]2[C:14]([F:15])=[CH:13][C:12]([NH:16][C:17]([C:19]3([C:22]([NH:24][C:25]4[CH:26]=[CH:27][C:28]([F:31])=[CH:29][CH:30]=4)=[O:23])[CH2:20][CH2:21]3)=[O:18])=[C:11]([F:32])[CH:10]=2)[CH:5]=[CH:4][N:3]=1)(=[O:35])[CH3:34]. The yield is 0.830. (5) The reactants are [CH2:1]([C:3]([C:17]1[CH:30]=[CH:29][C:20]([O:21][CH2:22][C:23](=[O:28])[C:24]([CH3:27])([CH3:26])[CH3:25])=[C:19]([CH3:31])[CH:18]=1)([C:6]1[CH:11]=[CH:10][C:9]([C:12]2[NH:16][N:15]=[N:14][N:13]=2)=[CH:8][CH:7]=1)[CH2:4][CH3:5])[CH3:2].[BH4-].[Na+]. The catalyst is CCO. The product is [CH2:1]([C:3]([C:17]1[CH:30]=[CH:29][C:20]([O:21][CH2:22][CH:23]([OH:28])[C:24]([CH3:25])([CH3:27])[CH3:26])=[C:19]([CH3:31])[CH:18]=1)([C:6]1[CH:11]=[CH:10][C:9]([C:12]2[NH:16][N:15]=[N:14][N:13]=2)=[CH:8][CH:7]=1)[CH2:4][CH3:5])[CH3:2]. The yield is 0.860. (6) The reactants are Br[C:2]1[S:6][C:5]([CH:7]=O)=[CH:4][CH:3]=1.C[C:10]1([CH3:23])[C:15]([CH3:17])(C)[CH:14]=[N:13][C:12](B2OCCO2)=[CH:11]1.[C:24](=[O:27])([O-])[O-].[K+].[K+].CN(C)[CH:32]=[O:33]. The catalyst is O.ClCCl.[Pd].ClC1C=C[C-](P(C2C=CC=CC=2)C2C=CC=CC=2)C=1Cl.[C-]1(P(C2C=CC=CC=2)C2C=CC=CC=2)C=CC=C1.[Fe+2]. The product is [CH2:10]([C:15]1[CH:17]=[C:7]([C:5]2[S:6][C:2]([CH:24]=[O:27])=[CH:3][CH:4]=2)[C:12]([CH3:11])=[N:13][C:14]=1[O:33][CH3:32])[CH3:23]. The yield is 1.03.